Dataset: Catalyst prediction with 721,799 reactions and 888 catalyst types from USPTO. Task: Predict which catalyst facilitates the given reaction. (1) Reactant: [Cl:1][C:2]1[C:3]2[N:4]([C:8]([C:18](=O)[C:19]#[CH:20])=[C:9]([C:11]3[CH:16]=[CH:15][C:14]([F:17])=[CH:13][CH:12]=3)[N:10]=2)[CH:5]=[CH:6][CH:7]=1.Cl.[CH:23]1([NH:28][C:29]([NH2:31])=[NH:30])[CH2:27][CH2:26][CH2:25][CH2:24]1.C(=O)([O-])[O-].[K+].[K+]. Product: [Cl:1][C:2]1[C:3]2[N:4]([C:8]([C:18]3[CH:19]=[CH:20][N:31]=[C:29]([NH:28][CH:23]4[CH2:27][CH2:26][CH2:25][CH2:24]4)[N:30]=3)=[C:9]([C:11]3[CH:16]=[CH:15][C:14]([F:17])=[CH:13][CH:12]=3)[N:10]=2)[CH:5]=[CH:6][CH:7]=1. The catalyst class is: 8. (2) Reactant: [CH3:1][O:2][C:3]1[CH:4]=[C:5]([CH:8]=[CH:9][CH:10]=1)[CH2:6][Cl:7].[ClH:11].Cl.[CH2:13]([N:22]1[CH2:27][CH2:26][NH:25][CH2:24][CH2:23]1)[C:14]([C:16]1[CH:21]=[CH:20][CH:19]=[CH:18][CH:17]=1)=[O:15].C([O-])([O-])=O.[K+].[K+]. Product: [ClH:7].[ClH:11].[CH3:1][O:2][C:3]1[CH:4]=[C:5]([CH:8]=[CH:9][CH:10]=1)[CH2:6][N:25]1[CH2:26][CH2:27][N:22]([CH2:13][C:14]([C:16]2[CH:21]=[CH:20][CH:19]=[CH:18][CH:17]=2)=[O:15])[CH2:23][CH2:24]1. The catalyst class is: 21.